Dataset: Forward reaction prediction with 1.9M reactions from USPTO patents (1976-2016). Task: Predict the product of the given reaction. Given the reactants Br.[NH2:2][C:3]1[C:8]([CH:9]=O)=[CH:7][C:6]([Br:11])=[CH:5][N:4]=1.C(N(CC)CC)C.[NH2:19][CH2:20][CH2:21][CH2:22][N:23]1[CH2:28][CH2:27][O:26][CH2:25][CH2:24]1.[BH4-].[Na+], predict the reaction product. The product is: [Br:11][C:6]1[CH:7]=[C:8]([CH2:9][NH:19][CH2:20][CH2:21][CH2:22][N:23]2[CH2:28][CH2:27][O:26][CH2:25][CH2:24]2)[C:3]([NH2:2])=[N:4][CH:5]=1.